Dataset: Forward reaction prediction with 1.9M reactions from USPTO patents (1976-2016). Task: Predict the product of the given reaction. (1) Given the reactants [C:1]([N:5]([C:20](=[O:29])[C:21]1[CH:26]=[C:25]([CH3:27])[CH:24]=[C:23]([CH3:28])[CH:22]=1)[NH:6][C:7]([C:9]1[CH:10]=[CH:11][C:12]([CH:18]=O)=[C:13]([B:15](O)O)[CH:14]=1)=[O:8])([CH3:4])([CH3:3])[CH3:2].Cl.[CH3:31][S:32]([NH:35][NH2:36])(=[O:34])=[O:33].[CH3:37]CO, predict the reaction product. The product is: [C:1]([N:5]([C:20](=[O:29])[C:21]1[CH:22]=[C:23]([CH3:28])[CH:24]=[C:25]([CH3:27])[CH:26]=1)[NH:6][C:7]([C:9]1[CH:10]=[CH:11][C:12]2[CH:18]=[N:36][N:35]([S:32]([CH3:31])(=[O:34])=[O:33])[B:15]([CH3:37])[C:13]=2[CH:14]=1)=[O:8])([CH3:2])([CH3:4])[CH3:3]. (2) Given the reactants [OH:1][C:2]1[NH:7][C:6](=[O:8])[N:5]([CH2:9][C:10]2[CH:15]=[CH:14][CH:13]=[CH:12][CH:11]=2)[C:4](=[O:16])[C:3]=1[C:17]([O:19]CC)=O.C1CCN2C(=NCCC2)CC1.[NH2:33][CH2:34][C:35]([OH:37])=[O:36], predict the reaction product. The product is: [OH:1][C:2]1[NH:7][C:6](=[O:8])[N:5]([CH2:9][C:10]2[CH:11]=[CH:12][CH:13]=[CH:14][CH:15]=2)[C:4](=[O:16])[C:3]=1[C:17]([NH:33][CH2:34][C:35]([OH:37])=[O:36])=[O:19]. (3) Given the reactants [C:1]12([C:11](=[O:22])[CH2:12][S:13][C:14]3[CH:19]=[C:18]([Cl:20])[CH:17]=[CH:16][C:15]=3[Cl:21])[CH2:10][CH:5]3[CH2:6][CH:7]([CH2:9][CH:3]([CH2:4]3)[CH2:2]1)[CH2:8]2.C1C=C(Cl)C=C(C(OO)=[O:31])C=1, predict the reaction product. The product is: [C:1]12([C:11](=[O:22])[CH2:12][S:13]([C:14]3[CH:19]=[C:18]([Cl:20])[CH:17]=[CH:16][C:15]=3[Cl:21])=[O:31])[CH2:8][CH:7]3[CH2:9][CH:3]([CH2:4][CH:5]([CH2:6]3)[CH2:10]1)[CH2:2]2. (4) Given the reactants O[C@H:2]1[C@H:7]([C:8]2[CH:13]=[CH:12][C:11]([OH:14])=[CH:10][CH:9]=2)[CH2:6][CH2:5][N:4]([C:15]([O:17][C:18]([CH3:21])([CH3:20])[CH3:19])=[O:16])[CH2:3]1.CCN(S(F)(F)[F:28])CC, predict the reaction product. The product is: [F:28][C@H:2]1[C@H:7]([C:8]2[CH:13]=[CH:12][C:11]([OH:14])=[CH:10][CH:9]=2)[CH2:6][CH2:5][N:4]([C:15]([O:17][C:18]([CH3:21])([CH3:20])[CH3:19])=[O:16])[CH2:3]1. (5) Given the reactants FC(F)(F)C(O)=O.C(OC([N:15]([CH2:50][CH3:51])[C:16]1[CH:17]=[C:18]([C:22]2[CH:34]=[CH:33][C:25]([C:26]([O:28]C(C)(C)C)=[O:27])=[C:24]([NH:35][C:36]([C:38]3[CH:39]=[N:40][CH:41]=[C:42]([C:44]4[CH:49]=[CH:48][CH:47]=[CH:46][CH:45]=4)[CH:43]=3)=[O:37])[CH:23]=2)[CH:19]=[CH:20][CH:21]=1)=O)(C)(C)C, predict the reaction product. The product is: [CH2:50]([NH:15][C:16]1[CH:17]=[C:18]([C:22]2[CH:34]=[CH:33][C:25]([C:26]([OH:28])=[O:27])=[C:24]([NH:35][C:36]([C:38]3[CH:39]=[N:40][CH:41]=[C:42]([C:44]4[CH:49]=[CH:48][CH:47]=[CH:46][CH:45]=4)[CH:43]=3)=[O:37])[CH:23]=2)[CH:19]=[CH:20][CH:21]=1)[CH3:51]. (6) Given the reactants [CH3:1][O:2][CH:3]([O:11][CH3:12])[CH2:4][CH2:5][CH:6]([OH:10])[CH2:7][CH:8]=[CH2:9].[H-].[Na+].[CH3:15]I.O, predict the reaction product. The product is: [CH3:15][O:10][CH:6]([CH2:5][CH2:4][CH:3]([O:2][CH3:1])[O:11][CH3:12])[CH2:7][CH:8]=[CH2:9]. (7) Given the reactants [CH2:1]([C@H:3]1[C:11]2[C:6](=[CH:7][C:8]([C:12](=[O:28])[NH:13][C@H:14]([C:17]3[CH:22]=[CH:21][C:20]([S:23]([CH2:26][CH3:27])(=[O:25])=[O:24])=[CH:19][CH:18]=3)[CH2:15][OH:16])=[CH:9][CH:10]=2)[CH2:5][N:4]1[C:29]([O:31][C:32]([CH3:35])([CH3:34])[CH3:33])=[O:30])[CH3:2].[C:36]([O:40][C:41]([N:43]1[CH2:51][C:50]2[C:45](=[CH:46][CH:47]=[C:48]([C:52]([OH:54])=O)[CH:49]=2)[CH:44]1[CH:55]([CH3:57])[CH3:56])=[O:42])([CH3:39])([CH3:38])[CH3:37].[NH2:58][C@H:59]([C:62]1[CH:67]=[CH:66][C:65]([S:68]([CH2:71][CH3:72])(=[O:70])=[O:69])=[CH:64][CH:63]=1)[CH2:60][OH:61], predict the reaction product. The product is: [CH2:26]([S:23]([C:20]1[CH:21]=[CH:22][C:17]([C@@H:14]([NH:13][C:12]([C:8]2[CH:7]=[C:6]3[C:11](=[CH:10][CH:9]=2)[C@H:3]([CH:1]([CH3:36])[CH3:2])[N:4]([C:29]([O:31][C:32]([CH3:33])([CH3:35])[CH3:34])=[O:30])[CH2:5]3)=[O:28])[CH2:15][OH:16])=[CH:18][CH:19]=1)(=[O:25])=[O:24])[CH3:27].[CH2:71]([S:68]([C:65]1[CH:66]=[CH:67][C:62]([C@@H:59]([NH:58][C:52]([C:48]2[CH:49]=[C:50]3[C:45](=[CH:46][CH:47]=2)[C@@H:44]([CH:55]([CH3:57])[CH3:56])[N:43]([C:41]([O:40][C:36]([CH3:37])([CH3:39])[CH3:38])=[O:42])[CH2:51]3)=[O:54])[CH2:60][OH:61])=[CH:63][CH:64]=1)(=[O:70])=[O:69])[CH3:72]. (8) Given the reactants N[C@H](C(O)=O)CC1C=CC=CC=1.COC(=O)OC.[CH3:19][S:20]([OH:23])(=[O:22])=[O:21].[CH3:24][O:25][C:26](=[O:36])[C@H:27]([CH2:29][C:30]1[CH:35]=[CH:34][CH:33]=[CH:32][CH:31]=1)[NH2:28], predict the reaction product. The product is: [CH3:19][S:20]([OH:23])(=[O:22])=[O:21].[CH3:24][O:25][C:26](=[O:36])[C@H:27]([CH2:29][C:30]1[CH:35]=[CH:34][CH:33]=[CH:32][CH:31]=1)[NH2:28]. (9) Given the reactants [CH2:1]([S:3]([N:6]1[CH2:11][CH2:10][CH:9]([C:12]2[C:20]3[C:15](=[C:16]([C:29]([NH2:31])=[O:30])[CH:17]=[C:18]([C:21]4[CH:26]=[CH:25][C:24]([CH:27]=O)=[CH:23][CH:22]=4)[CH:19]=3)[NH:14][CH:13]=2)[CH2:8][CH2:7]1)(=[O:5])=[O:4])[CH3:2].[CH:32]1([NH2:36])[CH2:35][CH2:34][CH2:33]1.C(O[BH-](OC(=O)C)OC(=O)C)(=O)C.[Na+], predict the reaction product. The product is: [CH:32]1([NH:36][CH2:27][C:24]2[CH:25]=[CH:26][C:21]([C:18]3[CH:19]=[C:20]4[C:15](=[C:16]([C:29]([NH2:31])=[O:30])[CH:17]=3)[NH:14][CH:13]=[C:12]4[CH:9]3[CH2:10][CH2:11][N:6]([S:3]([CH2:1][CH3:2])(=[O:4])=[O:5])[CH2:7][CH2:8]3)=[CH:22][CH:23]=2)[CH2:35][CH2:34][CH2:33]1.